This data is from Full USPTO retrosynthesis dataset with 1.9M reactions from patents (1976-2016). The task is: Predict the reactants needed to synthesize the given product. (1) Given the product [CH3:33][O:32][C:30]([C:29]1[N:18]=[CH:17][C:5]2[C:4]([C:3]=1[OH:2])=[C:9]([O:10][C:11]1[CH:16]=[CH:15][CH:14]=[CH:13][CH:12]=1)[CH:8]=[CH:7][CH:6]=2)=[O:31], predict the reactants needed to synthesize it. The reactants are: C[O:2][C:3](=O)[C:4]1[C:9]([O:10][C:11]2[CH:16]=[CH:15][CH:14]=[CH:13][CH:12]=2)=[CH:8][CH:7]=[CH:6][C:5]=1[CH2:17][N:18]([CH2:29][C:30]([O:32][CH3:33])=[O:31])S(C1C=CC(C)=CC=1)(=O)=O.C[O-].[Na+]. (2) The reactants are: [CH2:1]([NH:8][C:9]1[CH:14]=[CH:13][CH:12]=[CH:11][C:10]=1[CH2:15][CH2:16][CH2:17][C:18]1[CH:28]=[CH:27][C:21]([C:22]([O:24]CC)=[O:23])=[CH:20][CH:19]=1)[C:2]1[CH:7]=[CH:6][CH:5]=[CH:4][CH:3]=1.[OH-].[Na+]. Given the product [CH2:1]([NH:8][C:9]1[CH:14]=[CH:13][CH:12]=[CH:11][C:10]=1[CH2:15][CH2:16][CH2:17][C:18]1[CH:19]=[CH:20][C:21]([C:22]([OH:24])=[O:23])=[CH:27][CH:28]=1)[C:2]1[CH:3]=[CH:4][CH:5]=[CH:6][CH:7]=1, predict the reactants needed to synthesize it. (3) The reactants are: C[O:2][C:3](=[O:32])[CH2:4][C:5]1[CH:10]=[CH:9][CH:8]=[C:7]([O:11][C:12]2[CH:17]=[CH:16][C:15]([Br:18])=[CH:14][C:13]=2[CH2:19][N:20]2[C@@H:24]([C:25]3[CH:30]=[CH:29][CH:28]=[CH:27][CH:26]=3)[CH2:23][O:22][C:21]2=[O:31])[CH:6]=1.[OH-].[Li+].Cl. Given the product [Br:18][C:15]1[CH:16]=[CH:17][C:12]([O:11][C:7]2[CH:6]=[C:5]([CH2:4][C:3]([OH:32])=[O:2])[CH:10]=[CH:9][CH:8]=2)=[C:13]([CH2:19][N:20]2[C@@H:24]([C:25]3[CH:30]=[CH:29][CH:28]=[CH:27][CH:26]=3)[CH2:23][O:22][C:21]2=[O:31])[CH:14]=1, predict the reactants needed to synthesize it. (4) Given the product [CH3:1][O:2][C:3](=[O:13])[C:4]1[C:9]([F:10])=[CH:8][C:7]([N:16]([CH3:17])[CH3:15])=[CH:6][C:5]=1[F:12], predict the reactants needed to synthesize it. The reactants are: [CH3:1][O:2][C:3](=[O:13])[C:4]1[C:9]([F:10])=[CH:8][C:7](F)=[CH:6][C:5]=1[F:12].Cl.[CH3:15][NH:16][CH3:17].C(=O)([O-])[O-].[K+].[K+]. (5) Given the product [CH:26]1([C:23]2[NH:24][N:25]=[C:21]([NH:20][C:18]3[CH:17]=[CH:16][N:15]=[C:14]([NH:12][CH2:11][C:3]4[C:2]([CH3:1])=[CH:10][CH:9]=[C:8]5[C:4]=4[CH:5]=[CH:6][NH:7]5)[N:19]=3)[CH:22]=2)[CH2:28][CH2:27]1, predict the reactants needed to synthesize it. The reactants are: [CH3:1][C:2]1[C:3]([CH2:11][NH2:12])=[C:4]2[C:8](=[CH:9][CH:10]=1)[NH:7][CH:6]=[CH:5]2.Cl[C:14]1[N:19]=[C:18]([NH:20][C:21]2[NH:25][N:24]=[C:23]([CH:26]3[CH2:28][CH2:27]3)[CH:22]=2)[CH:17]=[CH:16][N:15]=1.CCN(C(C)C)C(C)C. (6) Given the product [F:26][C:27]1[CH:32]=[CH:31][C:30]([C:2]2[C:7](=[O:8])[N:6]([CH3:9])[CH:5]=[C:4]3[CH2:10][N:11]([CH2:14][CH2:15][C:16]4[CH:25]=[CH:24][C:23]5[C:18](=[CH:19][CH:20]=[CH:21][CH:22]=5)[N:17]=4)[C:12](=[O:13])[C:3]=23)=[CH:29][CH:28]=1, predict the reactants needed to synthesize it. The reactants are: Cl[C:2]1[C:7](=[O:8])[N:6]([CH3:9])[CH:5]=[C:4]2[CH2:10][N:11]([CH2:14][CH2:15][C:16]3[CH:25]=[CH:24][C:23]4[C:18](=[CH:19][CH:20]=[CH:21][CH:22]=4)[N:17]=3)[C:12](=[O:13])[C:3]=12.[F:26][C:27]1[CH:32]=[CH:31][C:30](B(O)O)=[CH:29][CH:28]=1. (7) Given the product [Cl:23][C:20]1[CH:19]=[CH:18][C:17]([S:8]([C:5]2[CH:6]=[CH:7][C:2]([Cl:1])=[CH:3][CH:4]=2)([CH3:16])[CH2:9][C:10](=[O:11])[CH3:24])=[CH:22][CH:21]=1, predict the reactants needed to synthesize it. The reactants are: [Cl:1][C:2]1[CH:7]=[CH:6][C:5]([S:8]([C:17]2[CH:22]=[CH:21][C:20]([Cl:23])=[CH:19][CH:18]=2)([CH3:16])[CH2:9][C:10](N(OC)C)=[O:11])=[CH:4][CH:3]=1.[CH3:24][Mg]Br. (8) Given the product [Cl:1][C:4]1[CH:5]=[CH:6][CH:37]=[C:18]2[C:17]=1[CH2:16][CH:15]([CH3:14])[N:13]2[C:33](=[O:35])[CH2:32][C:27]1[NH:28][C:29](=[O:31])[CH:30]=[C:25]([N:19]2[CH2:20][CH2:21][O:22][CH2:23][CH2:24]2)[N:26]=1, predict the reactants needed to synthesize it. The reactants are: [ClH:1].CN(C)[CH2:4][CH2:5][CH2:6]N=C=NCC.[N:13]1[CH:18]=[CH:17][CH:16]=[CH:15][CH:14]=1.[N:19]1([C:25]2[N:26]=[C:27]([CH2:32][C:33]([O-:35])=O)[NH:28][C:29](=[O:31])[CH:30]=2)[CH2:24][CH2:23][O:22][CH2:21][CH2:20]1.[Na+].[CH3:37]N(C)C=O.